Task: Predict the reactants needed to synthesize the given product.. Dataset: Full USPTO retrosynthesis dataset with 1.9M reactions from patents (1976-2016) (1) Given the product [CH2:1]([N:8]1[C:16]2[C:11](=[N:12][C:13]([N:24]([C:33]([O:35][C:36]([CH3:39])([CH3:38])[CH3:37])=[O:34])[NH:25][C:26]([O:28][C:29]([CH3:30])([CH3:31])[CH3:32])=[O:27])=[CH:14][CH:15]=2)[CH:10]=[C:9]1[C:18]1[N:22]([CH3:23])[CH:21]=[N:20][CH:19]=1)[C:2]1[CH:7]=[CH:6][CH:5]=[CH:4][CH:3]=1, predict the reactants needed to synthesize it. The reactants are: [CH2:1]([N:8]1[C:16]2[C:11](=[N:12][C:13](Cl)=[CH:14][CH:15]=2)[CH:10]=[C:9]1[C:18]1[N:22]([CH3:23])[CH:21]=[N:20][CH:19]=1)[C:2]1[CH:7]=[CH:6][CH:5]=[CH:4][CH:3]=1.[NH:24]([C:33]([O:35][C:36]([CH3:39])([CH3:38])[CH3:37])=[O:34])[NH:25][C:26]([O:28][C:29]([CH3:32])([CH3:31])[CH3:30])=[O:27].C([O-])([O-])=O.[Cs+].[Cs+]. (2) Given the product [C:12]([O:16][C:17](=[O:26])[NH:18][C:19]1[CH:24]=[C:23]([C:6]2[CH:7]=[CH:8][C:3]([C:1]#[N:2])=[CH:4][CH:5]=2)[CH:22]=[CH:21][CH:20]=1)([CH3:15])([CH3:13])[CH3:14], predict the reactants needed to synthesize it. The reactants are: [C:1]([C:3]1[CH:8]=[CH:7][C:6](B(O)O)=[CH:5][CH:4]=1)#[N:2].[C:12]([O:16][C:17](=[O:26])[NH:18][C:19]1[CH:24]=[CH:23][CH:22]=[C:21](Br)[CH:20]=1)([CH3:15])([CH3:14])[CH3:13].C([O-])([O-])=O.[K+].[K+].